Predict the reactants needed to synthesize the given product. From a dataset of Full USPTO retrosynthesis dataset with 1.9M reactions from patents (1976-2016). Given the product [OH:3][C:1]([C:4]1[CH:9]=[CH:8][CH:7]=[CH:6][C:5]=1[N:10]1[C:34](=[O:35])[C:13]2=[CH:14][N:15]([CH2:22][C:23]3[CH:28]=[CH:27][C:26]([N:29]4[CH:33]=[CH:32][CH:31]=[N:30]4)=[CH:25][CH:24]=3)[C:16]3[CH:17]=[CH:18][CH:19]=[CH:20][C:21]=3[C:12]2=[N:11]1)([CH3:36])[CH3:2], predict the reactants needed to synthesize it. The reactants are: [C:1]([C:4]1[CH:9]=[CH:8][CH:7]=[CH:6][C:5]=1[N:10]1[C:34](=[O:35])[C:13]2=[CH:14][N:15]([CH2:22][C:23]3[CH:28]=[CH:27][C:26]([N:29]4[CH:33]=[CH:32][CH:31]=[N:30]4)=[CH:25][CH:24]=3)[C:16]3[CH:17]=[CH:18][CH:19]=[CH:20][C:21]=3[C:12]2=[N:11]1)(=[O:3])[CH3:2].[CH3:36][Mg]Br.C(=O)(O)[O-].[Na+].O.